This data is from Forward reaction prediction with 1.9M reactions from USPTO patents (1976-2016). The task is: Predict the product of the given reaction. (1) Given the reactants [Cl:1][C:2]1[CH:7]=[CH:6][C:5]([C:8]2[N:9]=[C:10]3[N:14]([C:15]=2[CH2:16][OH:17])[CH:13]=[C:12]([C:18]([O-:20])=O)[S:11]3)=[CH:4][CH:3]=1.[Na+].[CH2:22]([NH:24][CH3:25])[CH3:23].CN(C(ON1N=NC2C=CC=CC1=2)=[N+](C)C)C.[B-](F)(F)(F)F.C(N(CC)CC)C, predict the reaction product. The product is: [Cl:1][C:2]1[CH:3]=[CH:4][C:5]([C:8]2[N:9]=[C:10]3[N:14]([C:15]=2[CH2:16][OH:17])[CH:13]=[C:12]([C:18]([N:24]([CH2:22][CH3:23])[CH3:25])=[O:20])[S:11]3)=[CH:6][CH:7]=1. (2) Given the reactants C(Cl)(=O)C.[NH:5]1[CH2:10][CH2:9][CH:8]([CH2:11][CH2:12][CH2:13][CH2:14][NH:15][C:16]([N:18]2[CH2:26][C:25]3[C:20](=[CH:21][CH:22]=[CH:23][CH:24]=3)[CH2:19]2)=[O:17])[CH2:7][CH2:6]1.NC1C=C2C(=CC=1)CN(C(N[C:40]1[CH:45]=[CH:44][C:43]([C:46](=[O:51])NCCC)=[CH:42][CH:41]=1)=O)C2, predict the reaction product. The product is: [C:46]([N:5]1[CH2:6][CH2:7][CH:8]([CH2:11][CH2:12][CH2:13][CH2:14][NH:15][C:16]([N:18]2[CH2:26][C:25]3[C:20](=[CH:21][CH:22]=[CH:23][CH:24]=3)[CH2:19]2)=[O:17])[CH2:9][CH2:10]1)(=[O:51])[C:43]1[CH:44]=[CH:45][CH:40]=[CH:41][CH:42]=1. (3) Given the reactants [CH3:1][C:2]1[C:6]([C:7]2[CH:8]=[C:9]([C:19]([C:21]3[CH:26]=[CH:25][CH:24]=[CH:23][N:22]=3)=[O:20])[C:10]3[N:14]=[C:13]([O:15][CH2:16][CH3:17])[NH:12][C:11]=3[CH:18]=2)=[C:5]([CH3:27])[O:4][N:3]=1.[CH:28]1([Mg]Br)[CH2:30][CH2:29]1, predict the reaction product. The product is: [CH:28]1([C:19]([C:9]2[C:10]3[N:14]=[C:13]([O:15][CH2:16][CH3:17])[NH:12][C:11]=3[CH:18]=[C:7]([C:6]3[C:2]([CH3:1])=[N:3][O:4][C:5]=3[CH3:27])[CH:8]=2)([C:21]2[CH:26]=[CH:25][CH:24]=[CH:23][N:22]=2)[OH:20])[CH2:30][CH2:29]1. (4) Given the reactants C1(P(C2CCCCC2)C2C=CC=CC=2C2C(OC)=CC=CC=2OC)CCCCC1.C(=O)([O-])[O-].[K+].[K+].[F:36][C:37]1[CH:73]=[N:72][C:40]2[N:41]([C:65]3[CH:70]=[CH:69][CH:68]=[C:67](I)[CH:66]=3)[C:42](=[O:64])[N:43]([C@H:46]3[CH2:51][CH2:50][C@@H:49]([NH:52][CH2:53][C:54]4[N:55]=[C:56]5[CH:61]=[CH:60][C:59]([F:62])=[CH:58][N:57]5[CH:63]=4)[CH2:48][CH2:47]3)[C:44](=[O:45])[C:39]=2[CH:38]=1.[CH:74]([C:76]1[CH:81]=[CH:80][C:79](B(O)O)=[CH:78][CH:77]=1)=[O:75].[C:85](OC(OC(C)(C)C)=O)([O:87][C:88]([CH3:91])([CH3:90])[CH3:89])=[O:86], predict the reaction product. The product is: [F:36][C:37]1[CH:73]=[N:72][C:40]2[N:41]([C:65]3[CH:66]=[C:67]([C:79]4[CH:80]=[CH:81][C:76]([CH:74]=[O:75])=[CH:77][CH:78]=4)[CH:68]=[CH:69][CH:70]=3)[C:42](=[O:64])[N:43]([C@@H:46]3[CH2:51][CH2:50][C@H:49]([N:52]([CH2:53][C:54]4[N:55]=[C:56]5[CH:61]=[CH:60][C:59]([F:62])=[CH:58][N:57]5[CH:63]=4)[C:85](=[O:86])[O:87][C:88]([CH3:91])([CH3:90])[CH3:89])[CH2:48][CH2:47]3)[C:44](=[O:45])[C:39]=2[CH:38]=1. (5) Given the reactants C[O:2][C:3](=[O:47])[CH2:4][C@H:5]([OH:46])[CH2:6][C@H:7]([OH:45])[CH2:8][CH2:9][C:10]1[N:11]([CH:42]([CH3:44])[CH3:43])[C:12]([C:29](=[O:41])[NH:30][C@H:31]([C:33]2[CH:38]=[CH:37][C:36]([O:39][CH3:40])=[CH:35][CH:34]=2)[CH3:32])=[C:13]([C:22]2[CH:27]=[CH:26][C:25]([F:28])=[CH:24][CH:23]=2)[C:14]=1[C:15]1[CH:20]=[CH:19][C:18]([F:21])=[CH:17][CH:16]=1.C(O)C.O.[OH-].[Na+:53], predict the reaction product. The product is: [Na+:53].[F:21][C:18]1[CH:19]=[CH:20][C:15]([C:14]2[C:13]([C:22]3[CH:27]=[CH:26][C:25]([F:28])=[CH:24][CH:23]=3)=[C:12]([C:29](=[O:41])[NH:30][C@H:31]([C:33]3[CH:38]=[CH:37][C:36]([O:39][CH3:40])=[CH:35][CH:34]=3)[CH3:32])[N:11]([CH:42]([CH3:44])[CH3:43])[C:10]=2[CH2:9][CH2:8][C@@H:7]([OH:45])[CH2:6][C@@H:5]([OH:46])[CH2:4][C:3]([O-:47])=[O:2])=[CH:16][CH:17]=1. (6) Given the reactants [CH2:1]([C:5]1[N:6]=[C:7]([CH3:35])[N:8]([CH2:31][C:32]([OH:34])=O)[C:9](=[O:30])[C:10]=1[CH2:11][C:12]1[CH:17]=[CH:16][C:15]([C:18]2[CH:23]=[CH:22][CH:21]=[CH:20][C:19]=2[C:24]2[NH:28][C:27](=[O:29])[O:26][N:25]=2)=[CH:14][CH:13]=1)[CH2:2][CH2:3][CH3:4].[NH:36]1[CH2:41][CH2:40][O:39][CH2:38][CH2:37]1.ON1C2C=CC=CC=2N=N1.Cl.C(N=C=NCCCN(C)C)C, predict the reaction product. The product is: [CH2:1]([C:5]1[N:6]=[C:7]([CH3:35])[N:8]([CH2:31][C:32]([N:36]2[CH2:41][CH2:40][O:39][CH2:38][CH2:37]2)=[O:34])[C:9](=[O:30])[C:10]=1[CH2:11][C:12]1[CH:17]=[CH:16][C:15]([C:18]2[CH:23]=[CH:22][CH:21]=[CH:20][C:19]=2[C:24]2[NH:28][C:27](=[O:29])[O:26][N:25]=2)=[CH:14][CH:13]=1)[CH2:2][CH2:3][CH3:4]. (7) The product is: [OH:8][C:7]1[C:3]2[S:4][CH:5]=[CH:6][C:2]=2[N:1]=[C:18]([C:17]([O:16][CH2:14][CH3:15])=[O:23])[N:9]=1. Given the reactants [NH2:1][C:2]1[CH:6]=[CH:5][S:4][C:3]=1[C:7]([NH2:9])=[O:8].CC[O-].[Na+].[CH2:14]([O:16][C:17](=[O:23])[C:18](OCC)=O)[CH3:15], predict the reaction product.